This data is from Catalyst prediction with 721,799 reactions and 888 catalyst types from USPTO. The task is: Predict which catalyst facilitates the given reaction. Reactant: [NH2:1][C:2]1[CH:17]=[CH:16][C:5]2[NH:6][C:7]([C:9]([O:11][C:12]([CH3:15])([CH3:14])[CH3:13])=[O:10])=[N:8][C:4]=2[CH:3]=1.N1C=CC=CC=1.[C:24](OC(=O)C)(=[O:26])[CH3:25]. Product: [C:24]([NH:1][C:2]1[CH:17]=[CH:16][C:5]2[NH:6][C:7]([C:9]([O:11][C:12]([CH3:13])([CH3:14])[CH3:15])=[O:10])=[N:8][C:4]=2[CH:3]=1)(=[O:26])[CH3:25]. The catalyst class is: 4.